Dataset: Reaction yield outcomes from USPTO patents with 853,638 reactions. Task: Predict the reaction yield, written as a fraction of the theoretical maximum amount of product (1.0 means a 100% yield; for example, 0.34 means a 34% yield). (1) The reactants are Cl.[CH2:2]([O:9][NH2:10])[C:3]1[CH:8]=[CH:7][CH:6]=[CH:5][CH:4]=1.C(N(CC)CC)C.Cl[C:19](=[O:26])[CH2:20][C:21]([O:23][CH2:24][CH3:25])=[O:22]. The catalyst is C1COCC1. The product is [CH2:2]([O:9][NH:10][C:19](=[O:26])[CH2:20][C:21]([O:23][CH2:24][CH3:25])=[O:22])[C:3]1[CH:8]=[CH:7][CH:6]=[CH:5][CH:4]=1. The yield is 0.500. (2) The yield is 0.730. The reactants are [C:1]1([S:7](Cl)(=[O:9])=[O:8])[CH:6]=[CH:5][CH:4]=[CH:3][CH:2]=1.[F:11][C:12]1[CH:13]=[C:14]2[C:18](=[CH:19][CH:20]=1)[NH:17][CH:16]=[CH:15]2. The product is [C:1]1([S:7]([N:17]2[C:18]3[C:14](=[CH:13][C:12]([F:11])=[CH:20][CH:19]=3)[CH:15]=[CH:16]2)(=[O:9])=[O:8])[CH:6]=[CH:5][CH:4]=[CH:3][CH:2]=1. No catalyst specified. (3) The reactants are ClCCl.[NH:4]1[C:14]2[C:9](=[CH:10][CH:11]=[CH:12][CH:13]=2)[C:7](=[O:8])[C:5]1=[O:6].[S:15]1[CH:19]=[CH:18][C:17](B(O)O)=[CH:16]1.C(N(CC)CC)C. The catalyst is C(OC(=O)C)(=O)C.C(N(CC)CC)C.O.C([O-])(=O)C.[Cu+2].C([O-])(=O)C.C([O-])(=O)C.[Cu+2].C([O-])(=O)C. The product is [S:15]1[CH:19]=[CH:18][C:17]([N:4]2[C:14]3[C:9](=[CH:10][CH:11]=[CH:12][CH:13]=3)[C:7](=[O:8])[C:5]2=[O:6])=[CH:16]1. The yield is 0.330. (4) The reactants are N[C:2]1[CH:13]=[CH:12][C:5]2[N:6]([CH3:11])[C:7](=[O:10])[CH2:8][O:9][C:4]=2[CH:3]=1.S(=O)(=O)(O)[OH:15].N([O-])=O.[Na+]. The catalyst is O. The product is [OH:15][C:2]1[CH:13]=[CH:12][C:5]2[N:6]([CH3:11])[C:7](=[O:10])[CH2:8][O:9][C:4]=2[CH:3]=1. The yield is 0.320. (5) The reactants are [C:1]([C:6]1[CH:7]=[CH:8][C:9]([O:29]C)=[C:10]([CH:28]=1)[C:11]([NH:13][C:14]1[CH:19]=[C:18]([C:20]([F:23])([F:22])[F:21])[CH:17]=[C:16]([C:24]([F:27])([F:26])[F:25])[CH:15]=1)=[O:12])(=[O:5])[CH:2]([CH3:4])[CH3:3].N1C(C)=CC(C)=CC=1C.[I-].[Li+].Cl. No catalyst specified. The product is [F:21][C:20]([F:22])([F:23])[C:18]1[CH:19]=[C:14]([NH:13][C:11](=[O:12])[C:10]2[CH:28]=[C:6]([C:1](=[O:5])[CH:2]([CH3:3])[CH3:4])[CH:7]=[CH:8][C:9]=2[OH:29])[CH:15]=[C:16]([C:24]([F:26])([F:27])[F:25])[CH:17]=1. The yield is 0.653. (6) The reactants are [C:1]([O:5][C:6]([N:8]1[C:16]2[C:11](=[C:12]([O:21][CH2:22][O:23][CH3:24])[C:13]3[CH:20]=[CH:19][CH:18]=[CH:17][C:14]=3[CH:15]=2)[CH:10]([CH2:25]O)[CH2:9]1)=[O:7])([CH3:4])([CH3:3])[CH3:2].C(Cl)(Cl)(Cl)[Cl:28].C1C=CC(P(C2C=CC=CC=2)C2C=CC=CC=2)=CC=1. The catalyst is C(Cl)Cl. The product is [C:1]([O:5][C:6]([N:8]1[C:16]2[C:11](=[C:12]([O:21][CH2:22][O:23][CH3:24])[C:13]3[CH:20]=[CH:19][CH:18]=[CH:17][C:14]=3[CH:15]=2)[CH:10]([CH2:25][Cl:28])[CH2:9]1)=[O:7])([CH3:4])([CH3:3])[CH3:2]. The yield is 0.900.